Dataset: Catalyst prediction with 721,799 reactions and 888 catalyst types from USPTO. Task: Predict which catalyst facilitates the given reaction. (1) Reactant: Br[C:2]1[CH:3]=[C:4]([C:9](=[O:22])[C:10]([C:12]2[CH:17]=[CH:16][C:15]([O:18][CH:19]([F:21])[F:20])=[CH:14][CH:13]=2)=[O:11])[CH:5]=[CH:6][C:7]=1[F:8].C[CH:24]1[CH2:29][CH2:28][CH2:27][CH:26](C)N1.C(C1CC1)#C. Product: [CH:28]1([C:27]#[C:26][C:2]2[CH:3]=[C:4]([C:9](=[O:22])[C:10]([C:12]3[CH:17]=[CH:16][C:15]([O:18][CH:19]([F:21])[F:20])=[CH:14][CH:13]=3)=[O:11])[CH:5]=[CH:6][C:7]=2[F:8])[CH2:29][CH2:24]1. The catalyst class is: 690. (2) Reactant: [NH2:1][CH:2]([CH2:5][CH:6]1[CH2:11][CH2:10][O:9][CH2:8][CH2:7]1)[CH2:3][OH:4].CCN(CC)CC.[CH3:19][C:20]([O:23][C:24](O[C:24]([O:23][C:20]([CH3:22])([CH3:21])[CH3:19])=[O:25])=[O:25])([CH3:22])[CH3:21]. Product: [OH:4][CH2:3][C@@H:2]([NH:1][C:24](=[O:25])[O:23][C:20]([CH3:22])([CH3:21])[CH3:19])[CH2:5][CH:6]1[CH2:7][CH2:8][O:9][CH2:10][CH2:11]1. The catalyst class is: 2.